Dataset: Catalyst prediction with 721,799 reactions and 888 catalyst types from USPTO. Task: Predict which catalyst facilitates the given reaction. (1) Reactant: C([N:8]1[CH2:13][CH2:12][N:11]([CH2:14][C:15]2[N:24]=[C:23]([O:25][CH2:26][CH2:27][CH2:28][N:29]([CH3:31])[CH3:30])[C:22]3[C:17](=[CH:18][CH:19]=[CH:20][CH:21]=3)[N:16]=2)[CH2:10][CH2:9]1)C1C=CC=CC=1.C([O-])=O.[NH4+]. Product: [CH3:31][N:29]([CH3:30])[CH2:28][CH2:27][CH2:26][O:25][C:23]1[C:22]2[C:17](=[CH:18][CH:19]=[CH:20][CH:21]=2)[N:16]=[C:15]([CH2:14][N:11]2[CH2:10][CH2:9][NH:8][CH2:13][CH2:12]2)[N:24]=1. The catalyst class is: 19. (2) Reactant: [C:1]([O:5][C:6]([N:8]1[C@@H:12]([CH2:13][CH2:14][C:15]2[CH:20]=[CH:19][C:18]([NH2:21])=[CH:17][CH:16]=2)[CH2:11][O:10][C:9]1([CH3:23])[CH3:22])=[O:7])([CH3:4])([CH3:3])[CH3:2].[Cl:24][C:25]1[CH:33]=[CH:32][C:28]([C:29](O)=[O:30])=[CH:27][CH:26]=1.CN1CCOCC1.CN(C(ON1N=NC2C=CC=CC1=2)=[N+](C)C)C.[B-](F)(F)(F)F. Product: [C:1]([O:5][C:6]([N:8]1[C@@H:12]([CH2:13][CH2:14][C:15]2[CH:16]=[CH:17][C:18]([NH:21][C:29](=[O:30])[C:28]3[CH:32]=[CH:33][C:25]([Cl:24])=[CH:26][CH:27]=3)=[CH:19][CH:20]=2)[CH2:11][O:10][C:9]1([CH3:23])[CH3:22])=[O:7])([CH3:4])([CH3:2])[CH3:3]. The catalyst class is: 1. (3) Reactant: Br[C:2]1[C:3]([NH:14][C:15]2[C:24]3[C:19](=[CH:20][C:21]([F:26])=[CH:22][C:23]=3[F:25])[N:18]=[C:17]([C:27]3[CH:32]=[CH:31][CH:30]=[CH:29][N:28]=3)[C:16]=2[CH3:33])=[CH:4][C:5]([N:8]2[CH2:13][CH2:12][O:11][CH2:10][CH2:9]2)=[N:6][CH:7]=1.[C:34]1(B(O)O)[CH:39]=[CH:38][CH:37]=[CH:36][CH:35]=1.C1(P(C2CCCCC2)C2CCCCC2)CCCCC1.[O-]P([O-])([O-])=O.[K+].[K+].[K+]. Product: [F:25][C:23]1[CH:22]=[C:21]([F:26])[CH:20]=[C:19]2[C:24]=1[C:15]([NH:14][C:3]1[C:2]([C:34]3[CH:39]=[CH:38][CH:37]=[CH:36][CH:35]=3)=[CH:7][N:6]=[C:5]([N:8]3[CH2:9][CH2:10][O:11][CH2:12][CH2:13]3)[CH:4]=1)=[C:16]([CH3:33])[C:17]([C:27]1[CH:32]=[CH:31][CH:30]=[CH:29][N:28]=1)=[N:18]2. The catalyst class is: 552.